This data is from Acute oral toxicity (LD50) regression data from Zhu et al.. The task is: Regression/Classification. Given a drug SMILES string, predict its toxicity properties. Task type varies by dataset: regression for continuous values (e.g., LD50, hERG inhibition percentage) or binary classification for toxic/non-toxic outcomes (e.g., AMES mutagenicity, cardiotoxicity, hepatotoxicity). Dataset: ld50_zhu. (1) The molecule is NCc1cccc(CN)c1. The rat oral LD50 is 2.17, given as -log10 of the dose in mol/kg body weight (higher means more acutely toxic). (2) The drug is CN(C)CCCN1c2ccccc2Sc2ccc(C(F)(F)F)cc21. The rat oral LD50 is 3.28, given as -log10 of the dose in mol/kg body weight (higher means more acutely toxic). (3) The compound is CC(Oc1cc(Cl)c(Cl)cc1Cl)C(=O)O. The rat oral LD50 is 2.62, given as -log10 of the dose in mol/kg body weight (higher means more acutely toxic). (4) The molecule is CC1=CCC2CC1(S)C2(C)C. The rat oral LD50 is 1.75, given as -log10 of the dose in mol/kg body weight (higher means more acutely toxic). (5) The rat oral LD50 is 3.04, given as -log10 of the dose in mol/kg body weight (higher means more acutely toxic). The drug is CON(C(=O)CSP(=S)(OC)OC)C(C)C.